The task is: Predict the reactants needed to synthesize the given product.. This data is from Full USPTO retrosynthesis dataset with 1.9M reactions from patents (1976-2016). (1) Given the product [NH2:76][C@H:69]([C:70]1[CH:71]=[CH:72][CH:73]=[CH:74][CH:75]=1)[CH2:68][N:64]1[C:65](=[O:67])[C:66]2[C:56]3([O:59][CH2:60][C:61]=2[N:62]([CH2:85][C:86]2[C:91]([C:92]([F:95])([F:94])[F:93])=[CH:90][CH:89]=[CH:88][C:87]=2[F:96])[C:63]1=[O:84])[CH2:55][CH2:54][N:53]([CH2:52][C:50]1[O:51][C:47]([Br:46])=[CH:48][CH:49]=1)[CH2:58][CH2:57]3, predict the reactants needed to synthesize it. The reactants are: N[C@H](C1C=CC=CC=1)CN1C(=O)C2C3(CCC=2N(CC2C(C(F)(F)F)=CC=CC=2F)C1=O)CCN(CC1C=CC=C(Cl)C=1)CC3.[Br:46][C:47]1[O:51][C:50]([CH2:52][N:53]2[CH2:58][CH2:57][C:56]3([C:66]4[C:65](=[O:67])[N:64]([CH2:68][C@H:69]([NH:76]C(=O)OC(C)(C)C)[C:70]5[CH:75]=[CH:74][CH:73]=[CH:72][CH:71]=5)[C:63](=[O:84])[N:62]([CH2:85][C:86]5[C:91]([C:92]([F:95])([F:94])[F:93])=[CH:90][CH:89]=[CH:88][C:87]=5[F:96])[C:61]=4[CH2:60][O:59]3)[CH2:55][CH2:54]2)=[CH:49][CH:48]=1. (2) Given the product [CH3:21][N:20]1[C:8]2[CH:9]=[C:10]([O:13][C:14]3[CH:15]=[N:16][CH:17]=[CH:18][CH:19]=3)[CH:11]=[CH:12][C:7]=2[N:6]=[C:2]1[CH2:1][OH:5], predict the reactants needed to synthesize it. The reactants are: [C:1]([OH:5])(=O)[CH2:2]O.[NH2:6][C:7]1[CH:12]=[CH:11][C:10]([O:13][C:14]2[CH:15]=[N:16][CH:17]=[CH:18][CH:19]=2)=[CH:9][C:8]=1[N:20](C)[C:21](=O)OC(C)(C)C.Cl.C(=O)(O)[O-].[Na+]. (3) Given the product [Br:1][C:2]1[C:3]([N:20]2[CH2:25][CH2:24][N:23]([C:52]3[CH:57]=[CH:56][CH:55]=[CH:54][CH:53]=3)[CH2:22][CH2:21]2)=[C:4]2[N:10]=[C:9]([C:11]3[CH:16]=[CH:15][C:14]([N:17]([CH3:19])[CH3:18])=[CH:13][CH:12]=3)[NH:8][C:5]2=[N:6][CH:7]=1, predict the reactants needed to synthesize it. The reactants are: [Br:1][C:2]1[C:3]([N:20]2[CH2:25][CH2:24][N:23](C(NC3C=CC=CC=3)=O)[CH2:22][CH2:21]2)=[C:4]2[N:10]=[C:9]([C:11]3[CH:16]=[CH:15][C:14]([N:17]([CH3:19])[CH3:18])=[CH:13][CH:12]=3)[NH:8][C:5]2=[N:6][CH:7]=1.BrC1C(N2CCN([C:52]3[CH:57]=[CH:56][CH:55]=[CH:54][CH:53]=3)CC2)=C([N+]([O-])=O)C(N)=NC=1.[O-]S(S([O-])=O)=O.[Na+].[Na+].CN(C1C=CC(C=O)=CC=1)C.